From a dataset of Reaction yield outcomes from USPTO patents with 853,638 reactions. Predict the reaction yield, written as a fraction of the theoretical maximum amount of product (1.0 means a 100% yield; for example, 0.34 means a 34% yield). The reactants are [CH3:1][O:2][C:3]1[C:8]([C:9]2[C:22]3[C:17](=[CH:18][C:19]([O:25][CH2:26][CH3:27])=[C:20]([O:23][CH3:24])[CH:21]=3)[C@@H:16]3[C@@H:11]([CH2:12][CH2:13][C@@H:14]([OH:28])[CH2:15]3)[N:10]=2)=[CH:7][CH:6]=[C:5]([O:29][CH3:30])[N:4]=1.[BrH:31]. The catalyst is CC(C)CC(=O)C. The product is [BrH:31].[CH3:1][O:2][C:3]1[C:8]([C:9]2[C:22]3[C:17](=[CH:18][C:19]([O:25][CH2:26][CH3:27])=[C:20]([O:23][CH3:24])[CH:21]=3)[C@@H:16]3[C@@H:11]([CH2:12][CH2:13][C@@H:14]([OH:28])[CH2:15]3)[N:10]=2)=[CH:7][CH:6]=[C:5]([O:29][CH3:30])[N:4]=1. The yield is 0.970.